This data is from Reaction yield outcomes from USPTO patents with 853,638 reactions. The task is: Predict the reaction yield, written as a fraction of the theoretical maximum amount of product (1.0 means a 100% yield; for example, 0.34 means a 34% yield). The reactants are [C:1](=[NH:21])([O:3][CH2:4][CH2:5][C:6]1[CH:11]=[CH:10][C:9]([O:12][C:13]2[CH:18]=[CH:17][C:16]([Cl:19])=[C:15]([CH3:20])[CH:14]=2)=[CH:8][CH:7]=1)[NH2:2].[CH:22]([CH:24]([CH2:29][C:30]1[CH:31]=[N:32][C:33]([O:36][CH3:37])=[N:34][CH:35]=1)[C:25](OC)=O)=[O:23].C([O-])([O-])=O.[K+].[K+]. The catalyst is CN1C(=O)CCC1. The product is [Cl:19][C:16]1[CH:17]=[CH:18][C:13]([O:12][C:9]2[CH:8]=[CH:7][C:6]([CH2:5][CH2:4][O:3][C:1]3[NH:2][CH:25]=[C:24]([CH2:29][C:30]4[CH:31]=[N:32][C:33]([O:36][CH3:37])=[N:34][CH:35]=4)[C:22](=[O:23])[N:21]=3)=[CH:11][CH:10]=2)=[CH:14][C:15]=1[CH3:20]. The yield is 0.0785.